The task is: Predict the reactants needed to synthesize the given product.. This data is from Full USPTO retrosynthesis dataset with 1.9M reactions from patents (1976-2016). Given the product [CH3:1][N:2]1[C:10]2[C:5](=[CH:6][CH:7]=[CH:8][CH:9]=2)[C:4]([CH:11]=[O:12])=[N:3]1, predict the reactants needed to synthesize it. The reactants are: [CH3:1][N:2]1[C:10]2[C:5](=[CH:6][CH:7]=[CH:8][CH:9]=2)[C:4]([CH2:11][OH:12])=[N:3]1.CC(OI1(OC(C)=O)(OC(C)=O)OC(=O)C2C=CC=CC1=2)=O.C(OCC)C.[OH-].[Na+].